From a dataset of Catalyst prediction with 721,799 reactions and 888 catalyst types from USPTO. Predict which catalyst facilitates the given reaction. (1) Reactant: CCN(C(C)C)C(C)C.[OH:10][C:11]1[CH:16]=[CH:15][C:14]([CH2:17][C:18]([NH:20][CH2:21][C:22]([OH:24])=O)=[O:19])=[CH:13][CH:12]=1.C1C=CC2N([OH:34])N=NC=2C=1.CCN=C=NCCCN(C)C.Cl.Cl.[N:48]1([C:54]([C:56]2[CH:61]=[CH:60][CH:59]=[CH:58][C:57]=2[C:62]([F:65])([F:64])[F:63])=[O:55])[CH2:53][CH2:52][NH:51][CH2:50][CH2:49]1.CN([CH:69]=[O:70])C. Product: [F:63][C:62]([F:65])([F:64])[C:69]([OH:70])=[O:34].[OH:10][C:11]1[CH:12]=[CH:13][C:14]([CH2:17][C:18]([NH:20][CH2:21][C:22](=[O:24])[N:51]2[CH2:52][CH2:53][N:48]([C:54](=[O:55])[C:56]3[CH:61]=[CH:60][CH:59]=[CH:58][C:57]=3[C:62]([F:65])([F:63])[F:64])[CH2:49][CH2:50]2)=[O:19])=[CH:15][CH:16]=1. The catalyst class is: 6. (2) Reactant: [CH3:1][O:2][CH2:3][O:4][CH2:5][C:6]1[N:11]2[CH:12]=[CH:13][N:14]=[C:10]2[C:9]([CH:15]=O)=[CH:8][CH:7]=1.Cl.[Cl:18][C:19]1[C:24]([Cl:25])=[CH:23][CH:22]=[CH:21][C:20]=1[O:26][C@H:27]1[CH2:30][C@H:29]([NH2:31])[CH2:28]1.CCN(C(C)C)C(C)C.C(O[BH-](OC(=O)C)OC(=O)C)(=O)C.[Na+]. Product: [Cl:18][C:19]1[C:24]([Cl:25])=[CH:23][CH:22]=[CH:21][C:20]=1[O:26][C@H:27]1[CH2:28][C@H:29]([NH:31][CH2:15][C:9]2[C:10]3[N:11]([CH:12]=[CH:13][N:14]=3)[C:6]([CH2:5][O:4][CH2:3][O:2][CH3:1])=[CH:7][CH:8]=2)[CH2:30]1. The catalyst class is: 61.